This data is from NCI-60 drug combinations with 297,098 pairs across 59 cell lines. The task is: Regression. Given two drug SMILES strings and cell line genomic features, predict the synergy score measuring deviation from expected non-interaction effect. (1) Drug 1: CC1=C(C=C(C=C1)NC(=O)C2=CC=C(C=C2)CN3CCN(CC3)C)NC4=NC=CC(=N4)C5=CN=CC=C5. Drug 2: CN(CCCl)CCCl.Cl. Cell line: OVCAR-5. Synergy scores: CSS=11.0, Synergy_ZIP=-9.70, Synergy_Bliss=-8.14, Synergy_Loewe=-2.64, Synergy_HSA=-2.64. (2) Drug 1: C1=NNC2=C1C(=O)NC=N2. Drug 2: C1CCC(C(C1)N)N.C(=O)(C(=O)[O-])[O-].[Pt+4]. Cell line: EKVX. Synergy scores: CSS=3.86, Synergy_ZIP=0.193, Synergy_Bliss=1.19, Synergy_Loewe=-3.71, Synergy_HSA=-1.64. (3) Drug 1: CCC1(CC2CC(C3=C(CCN(C2)C1)C4=CC=CC=C4N3)(C5=C(C=C6C(=C5)C78CCN9C7C(C=CC9)(C(C(C8N6C)(C(=O)OC)O)OC(=O)C)CC)OC)C(=O)OC)O.OS(=O)(=O)O. Drug 2: CCC1=C2CN3C(=CC4=C(C3=O)COC(=O)C4(CC)O)C2=NC5=C1C=C(C=C5)O. Cell line: IGROV1. Synergy scores: CSS=20.8, Synergy_ZIP=-1.51, Synergy_Bliss=3.07, Synergy_Loewe=-9.05, Synergy_HSA=4.17. (4) Drug 1: CN(C)N=NC1=C(NC=N1)C(=O)N. Drug 2: CNC(=O)C1=NC=CC(=C1)OC2=CC=C(C=C2)NC(=O)NC3=CC(=C(C=C3)Cl)C(F)(F)F. Cell line: SNB-19. Synergy scores: CSS=38.6, Synergy_ZIP=4.59, Synergy_Bliss=4.39, Synergy_Loewe=-34.9, Synergy_HSA=0.626. (5) Drug 1: CC1C(C(CC(O1)OC2CC(CC3=C2C(=C4C(=C3O)C(=O)C5=C(C4=O)C(=CC=C5)OC)O)(C(=O)CO)O)N)O.Cl. Drug 2: CCC1(CC2CC(C3=C(CCN(C2)C1)C4=CC=CC=C4N3)(C5=C(C=C6C(=C5)C78CCN9C7C(C=CC9)(C(C(C8N6C)(C(=O)OC)O)OC(=O)C)CC)OC)C(=O)OC)O.OS(=O)(=O)O. Cell line: COLO 205. Synergy scores: CSS=31.6, Synergy_ZIP=0.793, Synergy_Bliss=1.01, Synergy_Loewe=-3.78, Synergy_HSA=-0.888. (6) Drug 1: CC12CCC3C(C1CCC2=O)CC(=C)C4=CC(=O)C=CC34C. Drug 2: C1CCC(CC1)NC(=O)N(CCCl)N=O. Cell line: MDA-MB-231. Synergy scores: CSS=26.2, Synergy_ZIP=-0.741, Synergy_Bliss=-2.54, Synergy_Loewe=-9.29, Synergy_HSA=-1.28. (7) Drug 1: CC12CCC(CC1=CCC3C2CCC4(C3CC=C4C5=CN=CC=C5)C)O. Drug 2: C(CC(=O)O)C(=O)CN.Cl. Cell line: HCC-2998. Synergy scores: CSS=7.29, Synergy_ZIP=-3.84, Synergy_Bliss=-6.65, Synergy_Loewe=-6.58, Synergy_HSA=-6.86.